Predict the reactants needed to synthesize the given product. From a dataset of Full USPTO retrosynthesis dataset with 1.9M reactions from patents (1976-2016). Given the product [CH2:1]([S:7][C:8]1[N:12]=[CH:11][NH:10][C:9]=1[C:13]1[CH2:14][N:15]([CH3:19])[CH2:16][CH2:17][CH:18]=1)[CH2:2][CH2:3][CH2:4][CH2:5][CH3:6], predict the reactants needed to synthesize it. The reactants are: [CH2:1]([S:7][C:8]1[N:12]=[CH:11][NH:10][C:9]=1[C:13]1[CH:14]=[N:15][CH:16]=[CH:17][CH:18]=1)[CH2:2][CH2:3][CH2:4][CH2:5][CH3:6].[CH3:19]SC1C(C2C=NC=CC=2)=NNC=1.CI.